Dataset: Full USPTO retrosynthesis dataset with 1.9M reactions from patents (1976-2016). Task: Predict the reactants needed to synthesize the given product. (1) The reactants are: [CH3:1][C:2]1([CH3:27])[CH2:11][C:10]2[C:5](=[CH:6][CH:7]=[C:8]([C:12]([O:14]C)=[O:13])[CH:9]=2)[NH:4][CH:3]1[C:16]1[CH:21]=[CH:20][CH:19]=[CH:18][C:17]=1[NH:22][S:23]([CH3:26])(=[O:25])=[O:24].[OH-].[Na+]. Given the product [CH3:1][C:2]1([CH3:27])[CH2:11][C:10]2[C:5](=[CH:6][CH:7]=[C:8]([C:12]([OH:14])=[O:13])[CH:9]=2)[NH:4][CH:3]1[C:16]1[CH:21]=[CH:20][CH:19]=[CH:18][C:17]=1[NH:22][S:23]([CH3:26])(=[O:25])=[O:24], predict the reactants needed to synthesize it. (2) Given the product [NH2:1][CH2:2][CH2:3][O:4][CH2:5][CH2:6][N:7]1[C:19]2[C:18]3[CH2:17][CH2:16][CH2:15][CH2:14][C:13]=3[N:12]=[C:11]([NH2:20])[C:10]=2[N:9]=[C:8]1[CH2:21][CH2:22][O:23][CH3:24], predict the reactants needed to synthesize it. The reactants are: [NH2:1][CH2:2][CH2:3][O:4][CH2:5][CH2:6][N:7]1[C:19]2[C:18]3[CH:17]=[CH:16][CH:15]=[CH:14][C:13]=3[N:12]=[C:11]([NH2:20])[C:10]=2[N:9]=[C:8]1[CH2:21][CH2:22][O:23][CH3:24].[OH-].[Na+]. (3) Given the product [CH2:13]([C:11]1[S:12][C:8]([C:6]2[CH:5]=[CH:4][N:3]=[C:2]([NH:43][C:35]3[CH:36]=[C:37]([O:41][CH3:42])[C:38]([O:39][CH3:40])=[C:33]([O:32][CH3:31])[CH:34]=3)[N:7]=2)=[C:9]([C:15]2[CH:16]=[C:17]([NH:21][S:22]([C:25]3[CH:30]=[CH:29][CH:28]=[CH:27][CH:26]=3)(=[O:24])=[O:23])[CH:18]=[CH:19][CH:20]=2)[N:10]=1)[CH3:14], predict the reactants needed to synthesize it. The reactants are: Cl[C:2]1[N:7]=[C:6]([C:8]2[S:12][C:11]([CH2:13][CH3:14])=[N:10][C:9]=2[C:15]2[CH:16]=[C:17]([NH:21][S:22]([C:25]3[CH:30]=[CH:29][CH:28]=[CH:27][CH:26]=3)(=[O:24])=[O:23])[CH:18]=[CH:19][CH:20]=2)[CH:5]=[CH:4][N:3]=1.[CH3:31][O:32][C:33]1[CH:34]=[C:35]([NH2:43])[CH:36]=[C:37]([O:41][CH3:42])[C:38]=1[O:39][CH3:40]. (4) Given the product [CH3:10][N:11]1[CH2:16][CH2:15][CH:14]([NH:17][CH2:18][C:2]2[CH:7]=[C:6]([F:8])[CH:5]=[C:4]([Br:9])[CH:3]=2)[CH2:13][CH2:12]1, predict the reactants needed to synthesize it. The reactants are: Br[C:2]1[CH:7]=[C:6]([F:8])[CH:5]=[C:4]([Br:9])[CH:3]=1.[CH3:10][N:11]1[CH2:16][CH2:15][CH:14]([NH:17][CH3:18])[CH2:13][CH2:12]1.CC(C)([O-])C.[Na+].C1(C)C=CC=CC=1. (5) Given the product [NH2:10][C:8]1[CH:9]=[C:4]([Cl:3])[C:5](=[O:22])[N:6]([CH2:13][C:14]2[CH:19]=[CH:18][C:17]([O:20][CH3:21])=[CH:16][CH:15]=2)[CH:7]=1, predict the reactants needed to synthesize it. The reactants are: [NH4+].[Cl-].[Cl:3][C:4]1[C:5](=[O:22])[N:6]([CH2:13][C:14]2[CH:19]=[CH:18][C:17]([O:20][CH3:21])=[CH:16][CH:15]=2)[CH:7]=[C:8]([N+:10]([O-])=O)[CH:9]=1. (6) Given the product [Cl:17][C:18]1[C:24]([O:25][CH3:26])=[CH:23][C:21]([NH:22][C:2]2[N:7]=[C:6]([NH:8][C:9]3[CH:14]=[CH:13][CH:12]=[C:11]([OH:15])[CH:10]=3)[C:5]([F:16])=[CH:4][N:3]=2)=[C:20]([O:27][CH3:28])[CH:19]=1, predict the reactants needed to synthesize it. The reactants are: Cl[C:2]1[N:7]=[C:6]([NH:8][C:9]2[CH:14]=[CH:13][CH:12]=[C:11]([OH:15])[CH:10]=2)[C:5]([F:16])=[CH:4][N:3]=1.[Cl:17][C:18]1[C:24]([O:25][CH3:26])=[CH:23][C:21]([NH2:22])=[C:20]([O:27][CH3:28])[CH:19]=1. (7) The reactants are: [Cl:1][C:2]1[CH:7]=[CH:6][C:5]([NH:8][C:9]([CH:11]2[N:15]([C:16]3[C:21]([Cl:22])=[CH:20][CH:19]=[CH:18][N:17]=3)[N:14]=[C:13]([OH:23])[CH2:12]2)=[O:10])=[C:4]([C:24](=[O:31])[NH:25][CH:26]([CH:28]2[CH2:30][CH2:29]2)[CH3:27])[CH:3]=1.C(N(CC)CC)C.[N+:39]([C:42]1[CH:47]=[CH:46][C:45]([S:48](Cl)(=[O:50])=[O:49])=[CH:44][CH:43]=1)([O-:41])=[O:40].O. Given the product [N+:39]([C:42]1[CH:43]=[CH:44][C:45]([S:48]([O:23][C:13]2[CH2:12][CH:11]([C:9](=[O:10])[NH:8][C:5]3[CH:6]=[CH:7][C:2]([Cl:1])=[CH:3][C:4]=3[C:24](=[O:31])[NH:25][CH:26]([CH:28]3[CH2:29][CH2:30]3)[CH3:27])[N:15]([C:16]3[C:21]([Cl:22])=[CH:20][CH:19]=[CH:18][N:17]=3)[N:14]=2)(=[O:50])=[O:49])=[CH:46][CH:47]=1)([O-:41])=[O:40], predict the reactants needed to synthesize it. (8) Given the product [Cl:1][C:2]1[N:3]=[CH:4][C:5]([C:6]2[O:11][C:10]([C:12]3[S:13][CH:14]=[CH:15][C:16]=3[Cl:17])=[CH:9][N:8]=2)=[CH:18][CH:19]=1, predict the reactants needed to synthesize it. The reactants are: [Cl:1][C:2]1[CH:19]=[CH:18][C:5]([C:6]([NH:8][CH2:9][C:10]([C:12]2[S:13][CH:14]=[CH:15][C:16]=2[Cl:17])=[O:11])=O)=[CH:4][N:3]=1.Cl.ClC1C=CSC=1C(=O)CN.ClC1C=CC(C(Cl)=O)=CN=1.